Predict the reactants needed to synthesize the given product. From a dataset of Retrosynthesis with 50K atom-mapped reactions and 10 reaction types from USPTO. (1) Given the product Cc1c(OC2CCN(C(=O)OC(C)C)CC2)ccnc1Cl, predict the reactants needed to synthesize it. The reactants are: CC(C)OC(=O)N1CCC(O)CC1.Cc1c(Cl)ccnc1Cl. (2) Given the product CC(=O)N1CCc2c(sc(C)c2CCN2CCC(c3nn(-c4ccc(F)cc4)c4cc(F)ccc34)CC2)C1, predict the reactants needed to synthesize it. The reactants are: CC(=O)N1CCc2c(sc(C)c2CCBr)C1.Fc1ccc(-n2nc(C3CCNCC3)c3ccc(F)cc32)cc1. (3) Given the product CON(C)C(=O)C1CCCCC1, predict the reactants needed to synthesize it. The reactants are: CNOC.O=C(O)C1CCCCC1. (4) Given the product CC(=O)N[C@H]1[C@@H](OCc2ccccc2)O[C@H](COCc2ccccc2)[C@H](O)[C@@H]1OCc1ccccc1, predict the reactants needed to synthesize it. The reactants are: CC(=O)N[C@H]1[C@@H](OCc2ccccc2)O[C@H](COCc2ccccc2)[C@H](OC(=O)c2ccccc2)[C@@H]1OCc1ccccc1.